Dataset: Full USPTO retrosynthesis dataset with 1.9M reactions from patents (1976-2016). Task: Predict the reactants needed to synthesize the given product. (1) Given the product [Cl:25][C:20]1[CH:21]=[CH:22][CH:23]=[CH:24][C:19]=1[N:17]([CH3:18])[C:15]([C:13]1[S:12][C:11]2[C:5]3[CH:4]=[CH:3][C:2]([NH:1][C:29]([NH:28][CH3:27])=[O:30])=[CH:26][C:6]=3[O:7][CH2:8][CH2:9][C:10]=2[CH:14]=1)=[O:16], predict the reactants needed to synthesize it. The reactants are: [NH2:1][C:2]1[CH:3]=[CH:4][C:5]2[C:11]3[S:12][C:13]([C:15]([N:17]([C:19]4[CH:24]=[CH:23][CH:22]=[CH:21][C:20]=4[Cl:25])[CH3:18])=[O:16])=[CH:14][C:10]=3[CH2:9][CH2:8][O:7][C:6]=2[CH:26]=1.[CH3:27][N:28]=[C:29]=[O:30]. (2) Given the product [CH2:31]([O:32][CH2:33][CH2:34][O:35][CH2:36][CH2:37][S:6][C:7]1[N:8]([C:17]2[CH:18]=[CH:19][C:20]([O:23][CH2:24][C:25]([F:28])([F:27])[F:26])=[CH:21][CH:22]=2)[C:9](=[O:16])[C:10]2[CH:15]=[CH:14][NH:13][C:11]=2[N:12]=1)[CH3:30], predict the reactants needed to synthesize it. The reactants are: C(=O)([O-])O.[Na+].[S:6]=[C:7]1[NH:12][C:11]2[NH:13][CH:14]=[CH:15][C:10]=2[C:9](=[O:16])[N:8]1[C:17]1[CH:22]=[CH:21][C:20]([O:23][CH2:24][C:25]([F:28])([F:27])[F:26])=[CH:19][CH:18]=1.Br[CH2:30][CH2:31][O:32][CH2:33][CH2:34][O:35][CH2:36][CH3:37].[I-].[Na+]. (3) Given the product [OH:1][C:2]1[C:9]([I:15])=[CH:8][C:7]([O:10][C:11]([F:12])([F:13])[F:14])=[CH:6][C:3]=1[CH:4]=[O:5], predict the reactants needed to synthesize it. The reactants are: [OH:1][C:2]1[CH:9]=[CH:8][C:7]([O:10][C:11]([F:14])([F:13])[F:12])=[CH:6][C:3]=1[CH:4]=[O:5].[I:15]N1C(=O)CCC1=O.